This data is from Forward reaction prediction with 1.9M reactions from USPTO patents (1976-2016). The task is: Predict the product of the given reaction. (1) Given the reactants [Cl:1][C:2]1[CH:7]=[CH:6][C:5]([CH:8]2[C:13]3[N:14]4[N:19]=[C:18]([CH3:20])[S:17][C:15]4=[N:16][C:12]=3[CH2:11][CH2:10][N:9]2[C:21](=[O:32])[CH2:22][O:23][C:24]2[C:25]([Cl:31])=[N:26][C:27](I)=[CH:28][CH:29]=2)=[C:4]([F:33])[CH:3]=1.[O:34]=[C:35]1[NH:40][CH2:39][CH2:38][N:37]([C:41]([O:43][C:44]([CH3:47])([CH3:46])[CH3:45])=[O:42])[CH2:36]1, predict the reaction product. The product is: [Cl:31][C:25]1[N:26]=[C:27]([N:40]2[CH2:39][CH2:38][N:37]([C:41]([O:43][C:44]([CH3:46])([CH3:45])[CH3:47])=[O:42])[CH2:36][C:35]2=[O:34])[CH:28]=[CH:29][C:24]=1[O:23][CH2:22][C:21]([N:9]1[CH2:10][CH2:11][C:12]2[N:16]=[C:15]3[S:17][C:18]([CH3:20])=[N:19][N:14]3[C:13]=2[CH:8]1[C:5]1[CH:6]=[CH:7][C:2]([Cl:1])=[CH:3][C:4]=1[F:33])=[O:32]. (2) Given the reactants [Cl:1][C:2]1[CH:7]=[CH:6][C:5]([O:8][C:9](=[O:26])[N:10]([CH2:12][C@H:13]2[CH2:18][CH2:17][C@H:16]([CH2:19][O:20][CH2:21][CH2:22][CH2:23][CH2:24]Br)[CH2:15][CH2:14]2)[CH3:11])=[CH:4][CH:3]=1.[NH:27]1[CH2:31][CH2:30][CH2:29][CH2:28]1, predict the reaction product. The product is: [Cl:1][C:2]1[CH:7]=[CH:6][C:5]([O:8][C:9](=[O:26])[N:10]([CH3:11])[CH2:12][C@H:13]2[CH2:18][CH2:17][C@H:16]([CH2:19][O:20][CH2:21][CH2:22][CH2:23][CH2:24][N:27]3[CH2:31][CH2:30][CH2:29][CH2:28]3)[CH2:15][CH2:14]2)=[CH:4][CH:3]=1. (3) Given the reactants [NH2:1][OH:2].[Si:3]([O:10][CH2:11][CH2:12][N:13]([C:27]1[CH:32]=[CH:31][CH:30]=[CH:29][CH:28]=1)[C:14](=[O:26])[CH2:15][C:16]1[CH:17]=[C:18]([CH:23]=[CH:24][CH:25]=1)[C:19](OC)=[O:20])([C:6]([CH3:9])([CH3:8])[CH3:7])([CH3:5])[CH3:4].[C-]#N.[K+].[NH4+].[Cl-].Cl, predict the reaction product. The product is: [Si:3]([O:10][CH2:11][CH2:12][N:13]([C:27]1[CH:32]=[CH:31][CH:30]=[CH:29][CH:28]=1)[C:14](=[O:26])[CH2:15][C:16]1[CH:17]=[C:18]([CH:23]=[CH:24][CH:25]=1)[C:19]([NH:1][OH:2])=[O:20])([C:6]([CH3:9])([CH3:8])[CH3:7])([CH3:5])[CH3:4].